This data is from Full USPTO retrosynthesis dataset with 1.9M reactions from patents (1976-2016). The task is: Predict the reactants needed to synthesize the given product. (1) Given the product [ClH:14].[C:1]([C:5]1[CH:9]=[CH:8][N:7]([CH2:10][Cl:14])[N:6]=1)([CH3:4])([CH3:3])[CH3:2], predict the reactants needed to synthesize it. The reactants are: [C:1]([C:5]1[CH:9]=[CH:8][N:7]([CH2:10]O)[N:6]=1)([CH3:4])([CH3:3])[CH3:2].S(Cl)([Cl:14])=O. (2) The reactants are: Cl.C(OC(=O)[NH:8][CH2:9][C:10]([NH:12][C@H:13]1[CH2:18][CH2:17][C@H:16]([NH:19][C:20]([C:22]2[CH:23]=[N:24][C:25]([C:28]3[CH:33]=[CH:32][CH:31]=[C:30]([F:34])[CH:29]=3)=[CH:26][CH:27]=2)=[O:21])[CH2:15][CH2:14]1)=[O:11])(C)(C)C. Given the product [F:34][C:30]1[CH:29]=[C:28]([C:25]2[CH:26]=[CH:27][C:22]([C:20]([NH:19][C@H:16]3[CH2:15][CH2:14][C@H:13]([NH:12][C:10](=[O:11])[CH2:9][NH2:8])[CH2:18][CH2:17]3)=[O:21])=[CH:23][N:24]=2)[CH:33]=[CH:32][CH:31]=1, predict the reactants needed to synthesize it. (3) Given the product [Br:1][C:2]1[CH:3]=[CH:4][C:5]([C:8]2[CH2:13][CH:12]([C:14]3([OH:19])[CH2:18][CH2:17][S:16][CH2:15]3)[O:10][N:9]=2)=[N:6][CH:7]=1, predict the reactants needed to synthesize it. The reactants are: [Br:1][C:2]1[CH:3]=[CH:4][C:5]([C:8](Cl)=[N:9][OH:10])=[N:6][CH:7]=1.[CH:12]([C:14]1([OH:19])[CH2:18][CH2:17][S:16][CH2:15]1)=[CH2:13].C(N(CC)CC)C. (4) Given the product [C:1]([CH:5]1[CH2:9][CH2:8][N:7]([C:10]2[N:15]=[C:14]([NH:16][C:17]3[C:18]4[N:19]([CH:33]=[CH:34][N:35]=4)[N:20]=[C:21]([C:23]4[CH:24]=[C:25]([CH:30]=[CH:31][CH:32]=4)[C:26]([OH:28])=[O:27])[CH:22]=3)[CH:13]=[CH:12][CH:11]=2)[CH2:6]1)([CH3:4])([CH3:2])[CH3:3], predict the reactants needed to synthesize it. The reactants are: [C:1]([CH:5]1[CH2:9][CH2:8][N:7]([C:10]2[N:15]=[C:14]([NH:16][C:17]3[C:18]4[N:19]([CH:33]=[CH:34][N:35]=4)[N:20]=[C:21]([C:23]4[CH:24]=[C:25]([CH:30]=[CH:31][CH:32]=4)[C:26]([O:28]C)=[O:27])[CH:22]=3)[CH:13]=[CH:12][CH:11]=2)[CH2:6]1)([CH3:4])([CH3:3])[CH3:2].[OH-].[Na+].